Dataset: Full USPTO retrosynthesis dataset with 1.9M reactions from patents (1976-2016). Task: Predict the reactants needed to synthesize the given product. (1) Given the product [C:8]([C:6]1[CH:7]=[C:2]([CH3:28])[C:3]([NH:13][C@H:14]2[CH2:19][CH2:18][C@H:17]([NH:20][C:21](=[O:27])[O:22][C:23]([CH3:26])([CH3:25])[CH3:24])[CH2:16][CH2:15]2)=[N:4][C:5]=1[O:10][CH2:11][CH3:12])#[N:9], predict the reactants needed to synthesize it. The reactants are: I[C:2]1[C:3]([NH:13][C@H:14]2[CH2:19][CH2:18][C@H:17]([NH:20][C:21](=[O:27])[O:22][C:23]([CH3:26])([CH3:25])[CH3:24])[CH2:16][CH2:15]2)=[N:4][C:5]([O:10][CH2:11][CH3:12])=[C:6]([C:8]#[N:9])[CH:7]=1.[CH3:28]B1OB(C)OB(C)O1.C(=O)([O-])[O-].[K+].[K+]. (2) Given the product [Cl:1][C:2]1[CH:7]=[CH:6][N:5]=[C:4]([C:8]([NH:10][C:11]2[C:12]([C:22]([NH:24][CH2:25][CH2:26][C:27]#[N:28])=[O:23])=[N:13][NH:14][CH:15]=2)=[O:9])[CH:3]=1, predict the reactants needed to synthesize it. The reactants are: [Cl:1][C:2]1[CH:7]=[CH:6][N:5]=[C:4]([C:8]([NH:10][C:11]2[C:12]([C:22]([NH:24][CH2:25][CH2:26][C:27]#[N:28])=[O:23])=[N:13][N:14](C3CCCCO3)[CH:15]=2)=[O:9])[CH:3]=1.O.C1(C)C=CC(S(O)(=O)=O)=CC=1. (3) Given the product [CH3:15][C:16](=[N:14][NH:13][C:11]([C:1]12[CH2:10][CH:5]3[CH2:4][CH:3]([CH2:9][CH:7]([CH2:6]3)[CH2:8]1)[CH2:2]2)=[O:12])[CH2:17][C:18](=[O:20])[CH3:19], predict the reactants needed to synthesize it. The reactants are: [C:1]12([C:11]([NH:13][NH2:14])=[O:12])[CH2:10][CH:5]3[CH2:6][CH:7]([CH2:9][CH:3]([CH2:4]3)[CH2:2]1)[CH2:8]2.[CH3:15][C:16](=O)[CH2:17][C:18](=[O:20])[CH3:19]. (4) Given the product [CH:29]1([N:24]2[C:25]3[C:20](=[CH:19][C:18]([F:59])=[C:17]([N:15]4[CH2:14][C@H:10]5[C@H:9]([NH:8][CH2:13][CH2:12][CH2:11]5)[CH2:16]4)[C:26]=3[O:27][CH3:28])[C:21](=[O:58])[C:22]([C:32]([O:34][C:35]3[CH:36]=[CH:37][C:38]([CH:41]([P:50]([OH:52])([OH:55])=[O:51])[P:42]([OH:47])([OH:44])=[O:43])=[CH:39][CH:40]=3)=[O:33])=[CH:23]2)[CH2:31][CH2:30]1, predict the reactants needed to synthesize it. The reactants are: C(OC([N:8]1[CH2:13][CH2:12][CH2:11][C@H:10]2[CH2:14][N:15]([C:17]3[C:26]([O:27][CH3:28])=[C:25]4[C:20]([C:21](=[O:58])[C:22]([C:32]([O:34][C:35]5[CH:40]=[CH:39][C:38]([CH:41]([P:50]([O:55]CC)([O:52]CC)=[O:51])[P:42]([O:47]CC)([O:44]CC)=[O:43])=[CH:37][CH:36]=5)=[O:33])=[CH:23][N:24]4[CH:29]4[CH2:31][CH2:30]4)=[CH:19][C:18]=3[F:59])[CH2:16][C@@H:9]12)=O)(C)(C)C.C(OC(N1CCC[C@H]2CN(C3C(OC)=C4C(C(=O)C(C(OCC(=O)NC(P(OCC)(OCC)=O)P(OCC)(OCC)=O)=O)=CN4C4CC4)=CC=3F)C[C@@H]12)=O)(C)(C)C. (5) Given the product [OH:50][C@@H:27]1[CH2:32][CH2:31][CH2:30][CH2:29][C@H:28]1[NH:33][C:4]1[S:5][C:6]2[CH:12]=[C:11]([O:13][C:14]3[CH:19]=[CH:18][N:17]=[C:16]([C:20]([O:22][C:23]([CH3:25])([CH3:26])[CH3:24])=[O:21])[CH:15]=3)[CH:10]=[CH:9][C:7]=2[N:8]=1, predict the reactants needed to synthesize it. The reactants are: CS([C:4]1[S:5][C:6]2[CH:12]=[C:11]([O:13][C:14]3[CH:19]=[CH:18][N:17]=[C:16]([C:20]([O:22][C:23]([CH3:26])([CH3:25])[CH3:24])=[O:21])[CH:15]=3)[CH:10]=[CH:9][C:7]=2[N:8]=1)=O.[C@@H:27]1(N)[CH2:32][CH2:31][CH2:30][CH2:29][C@H:28]1[NH2:33].CCN(C(C)C)C(C)C.CN1C(=[O:50])CCC1. (6) Given the product [ClH:40].[ClH:40].[ClH:40].[ClH:40].[F:1][C:2]1[CH:3]=[CH:4][C:5]([CH:8]([N:31]2[CH2:32][CH2:33][N:34]([CH:37]([CH3:39])[CH3:38])[CH2:35][CH2:36]2)[CH2:9][N:10]2[CH2:15][CH2:14][N:13]([CH2:16][CH:17]=[CH:18][C:19]3[CH:24]=[CH:23][CH:22]=[CH:21][C:20]=3[C:25]3[CH:26]=[CH:27][CH:28]=[CH:29][CH:30]=3)[CH2:12][CH2:11]2)=[CH:6][CH:7]=1, predict the reactants needed to synthesize it. The reactants are: [F:1][C:2]1[CH:7]=[CH:6][C:5]([CH:8]([N:31]2[CH2:36][CH2:35][N:34]([CH:37]([CH3:39])[CH3:38])[CH2:33][CH2:32]2)[CH2:9][N:10]2[CH2:15][CH2:14][N:13]([CH2:16][CH:17]=[CH:18][C:19]3[CH:24]=[CH:23][CH:22]=[CH:21][C:20]=3[C:25]3[CH:30]=[CH:29][CH:28]=[CH:27][CH:26]=3)[CH2:12][CH2:11]2)=[CH:4][CH:3]=1.[ClH:40].O1CCOCC1.